The task is: Predict the product of the given reaction.. This data is from Forward reaction prediction with 1.9M reactions from USPTO patents (1976-2016). (1) Given the reactants O[C@H:2]([CH2:35][CH3:36])[CH2:3][NH:4][C:5]([C:7]1[NH:8][C:9]([C:12]2[CH:17]=[C:16]([O:18][Si:19]([CH:26]([CH3:28])[CH3:27])([CH:23]([CH3:25])[CH3:24])[CH:20]([CH3:22])[CH3:21])[CH:15]=[C:14]([O:29][C@@H:30]([CH3:34])[CH2:31][O:32][CH3:33])[CH:13]=2)=[CH:10][CH:11]=1)=[O:6].CS(O)(=O)=O.C(N(CC)CC)C.[Cl-].[NH4+], predict the reaction product. The product is: [CH2:35]([C@@H:2]1[O:6][C:5]([C:7]2[NH:8][C:9]([C:12]3[CH:17]=[C:16]([O:18][Si:19]([CH:23]([CH3:25])[CH3:24])([CH:26]([CH3:28])[CH3:27])[CH:20]([CH3:21])[CH3:22])[CH:15]=[C:14]([O:29][C@@H:30]([CH3:34])[CH2:31][O:32][CH3:33])[CH:13]=3)=[CH:10][CH:11]=2)=[N:4][CH2:3]1)[CH3:36]. (2) Given the reactants C(O)(=O)C(C)C.[BH4-].[Na+].[C:9]1([C@@H:15]([NH:17][C:18]2[CH2:23][CH2:22][CH2:21][CH2:20][C:19]=2[C:24]([O:26][CH2:27][CH3:28])=[O:25])[CH3:16])[CH:14]=[CH:13][CH:12]=[CH:11][CH:10]=1, predict the reaction product. The product is: [C:9]1([C@@H:15]([NH:17][C@H:18]2[CH2:23][CH2:22][CH2:21][CH2:20][C@H:19]2[C:24]([O:26][CH2:27][CH3:28])=[O:25])[CH3:16])[CH:10]=[CH:11][CH:12]=[CH:13][CH:14]=1. (3) Given the reactants Cl[CH2:2][C:3]1[CH:23]=[CH:22][C:6]([O:7][CH2:8][C:9]2[N:10]=[C:11](/[CH:15]=[CH:16]/[C:17]([O:19][CH2:20][CH3:21])=[O:18])[O:12][C:13]=2[CH3:14])=[C:5]([O:24][CH3:25])[CH:4]=1.[OH:26][C:27]1[C:31]([CH:32]=[O:33])=[CH:30][N:29]([C:34]2[CH:39]=[CH:38][CH:37]=[CH:36][CH:35]=2)[N:28]=1.C(=O)([O-])[O-].[K+].[K+].CN(C)C=O, predict the reaction product. The product is: [CH:32]([C:31]1[C:27]([O:26][CH2:2][C:3]2[CH:23]=[CH:22][C:6]([O:7][CH2:8][C:9]3[N:10]=[C:11](/[CH:15]=[CH:16]/[C:17]([O:19][CH2:20][CH3:21])=[O:18])[O:12][C:13]=3[CH3:14])=[C:5]([O:24][CH3:25])[CH:4]=2)=[N:28][N:29]([C:34]2[CH:39]=[CH:38][CH:37]=[CH:36][CH:35]=2)[CH:30]=1)=[O:33]. (4) The product is: [C:1]([O:5][C:6]([N:8]1[CH2:13][CH2:12][CH:11]([C:14]2[CH:15]=[CH:16][C:17]([C:20]([F:23])([F:21])[F:22])=[CH:18][CH:19]=2)[CH2:10][CH2:9]1)=[O:7])([CH3:4])([CH3:2])[CH3:3]. Given the reactants [C:1]([O:5][C:6]([N:8]1[CH2:13][CH:12]=[C:11]([C:14]2[CH:19]=[CH:18][C:17]([C:20]([F:23])([F:22])[F:21])=[CH:16][CH:15]=2)[CH2:10][CH2:9]1)=[O:7])([CH3:4])([CH3:3])[CH3:2], predict the reaction product. (5) Given the reactants [Br:1][C:2]1[C:7]([OH:8])=[C:6]([CH2:9][CH2:10][N:11]2[CH2:16][CH2:15][N:14]([C:17]3[CH:26]=[CH:25][CH:24]=[C:23]4[C:18]=3[CH:19]=[N:20][C:21]([CH3:27])=[N:22]4)[CH2:13][CH2:12]2)[C:5]([F:28])=[CH:4][CH:3]=1.Br[CH2:30][C:31]([NH2:33])=[O:32].C([O-])([O-])=O.[K+].[K+], predict the reaction product. The product is: [Br:1][C:2]1[C:7]([O:8][CH2:30][C:31]([NH2:33])=[O:32])=[C:6]([CH2:9][CH2:10][N:11]2[CH2:16][CH2:15][N:14]([C:17]3[CH:26]=[CH:25][CH:24]=[C:23]4[C:18]=3[CH:19]=[N:20][C:21]([CH3:27])=[N:22]4)[CH2:13][CH2:12]2)[C:5]([F:28])=[CH:4][CH:3]=1. (6) Given the reactants [CH:1]([C:3]1[CH:4]=[CH:5][C:6]([O:18][CH3:19])=[C:7]([CH:17]=1)[CH2:8][NH:9][C:10](=[O:16])[O:11][C:12]([CH3:15])([CH3:14])[CH3:13])=O.[CH2:20]([O:27][C:28]([NH:30][CH:31](P(OC)(OC)=O)[C:32]([O-:34])=[O:33])=[O:29])[C:21]1[CH:26]=[CH:25][CH:24]=[CH:23][CH:22]=1.[CH2:41]1CCN2C(=NCCC2)CC1.C(OCC)(=O)C, predict the reaction product. The product is: [CH3:41][O:34][C:32](=[O:33])[C:31]([NH:30][C:28]([O:27][CH2:20][C:21]1[CH:22]=[CH:23][CH:24]=[CH:25][CH:26]=1)=[O:29])=[CH:1][C:3]1[CH:4]=[CH:5][C:6]([O:18][CH3:19])=[C:7]([CH2:8][NH:9][C:10]([O:11][C:12]([CH3:15])([CH3:14])[CH3:13])=[O:16])[CH:17]=1. (7) The product is: [Cl:42][C:43]1[CH:50]=[CH:49][C:46]([CH2:47][N:13]2[C:6]3[C:5]([S:2]([CH3:1])(=[O:3])=[O:4])=[CH:10][N:9]=[CH:8][C:7]=3[C:11]3[CH2:16][CH2:15][CH:14]([CH2:17][C:18]([O:20][CH2:21][CH3:22])=[O:19])[C:12]2=3)=[CH:45][CH:44]=1. Given the reactants [CH3:1][S:2]([C:5]1[C:6]2[NH:13][C:12]3[CH:14]([CH2:17][C:18]([O:20][CH2:21][CH3:22])=[O:19])[CH2:15][CH2:16][C:11]=3[C:7]=2[CH:8]=[N:9][CH:10]=1)(=[O:4])=[O:3].C1(P(C2C=CC=CC=2)C2C=CC=CC=2)C=CC=CC=1.[Cl:42][C:43]1[CH:50]=[CH:49][C:46]([CH2:47]O)=[CH:45][CH:44]=1.N(C(OC(C)(C)C)=O)=NC(OC(C)(C)C)=O, predict the reaction product. (8) Given the reactants [CH2:1]1[CH2:6][CH2:5]C(N=C=N[CH:1]2[CH2:6][CH2:5]C[CH2:3][CH2:2]2)[CH2:3][CH2:2]1.[C:16]([OH:26])(=[O:25])[CH2:17][CH2:18][CH2:19][CH2:20][CH2:21][C:22]([OH:24])=[O:23].C=CC(O)C=C, predict the reaction product. The product is: [O:23]=[C:22]([O:24][CH:1]([CH:6]=[CH2:5])[CH:2]=[CH2:3])[CH2:21][CH2:20][CH2:19][CH2:18][CH2:17][C:16]([OH:26])=[O:25]. (9) Given the reactants [CH:1]([O:4][CH2:5][C:6]1[CH:11]=[CH:10][CH:9]=[CH:8][N+:7]=1[O-])([CH3:3])[CH3:2].[CH3:13][N:14](C)C(Cl)=O, predict the reaction product. The product is: [CH:1]([O:4][CH2:5][C:6]1[N:7]=[C:8]([C:13]#[N:14])[CH:9]=[CH:10][CH:11]=1)([CH3:3])[CH3:2].